From a dataset of Forward reaction prediction with 1.9M reactions from USPTO patents (1976-2016). Predict the product of the given reaction. (1) Given the reactants CC(O[C:6]([N:8](C)[CH2:9][CH2:10][C:11](O)=[O:12])=O)(C)C.C(N1CCOCC1)C.C1C=CC2N(O)N=NC=2C=1.C(Cl)CCl.Cl.[CH3:38][CH:39]([O:41][C:42]1[CH:49]=[CH:48][C:47]([C:50]2[O:54][N:53]=[C:52]([C:55]3[CH:65]=[CH:64][C:58]4[CH2:59][CH2:60][NH:61][CH2:62][CH2:63][C:57]=4[CH:56]=3)[N:51]=2)=[CH:46][C:43]=1[C:44]#[N:45])[CH3:40].FC(F)(F)C(O)=O, predict the reaction product. The product is: [CH3:6][NH:8][CH2:9][CH2:10][C:11]([N:61]1[CH2:60][CH2:59][C:58]2[CH:64]=[CH:65][C:55]([C:52]3[N:51]=[C:50]([C:47]4[CH:48]=[CH:49][C:42]([O:41][CH:39]([CH3:38])[CH3:40])=[C:43]([CH:46]=4)[C:44]#[N:45])[O:54][N:53]=3)=[CH:56][C:57]=2[CH2:63][CH2:62]1)=[O:12]. (2) Given the reactants [CH3:1][C:2]1[O:8][C:7]([C:9]([NH:11][CH2:12][C:13]2[CH:18]=[CH:17][C:16]([C:19]3[CH:24]=[CH:23][C:22]([C:25]#[N:26])=[CH:21][CH:20]=3)=[CH:15][CH:14]=2)=[O:10])=[C:6]([OH:27])[C:4](=[O:5])[CH:3]=1.[CH3:28][N:29]1[CH:33]2[CH2:34][CH:35]([O:37][CH:38]([C:45]3[CH:50]=[CH:49][C:48]([Cl:51])=[CH:47][CH:46]=3)[C:39]3[CH:44]=[CH:43][CH:42]=[CH:41][CH:40]=3)[CH2:36][CH:30]1[CH2:31][CH2:32]2.[ClH:52], predict the reaction product. The product is: [CH3:28][N:29]1[CH:33]2[CH2:34][CH:35]([O:37][CH:38]([C:45]3[CH:50]=[CH:49][C:48]([Cl:51])=[CH:47][CH:46]=3)[C:39]3[CH:44]=[CH:43][CH:42]=[CH:41][CH:40]=3)[CH2:36][CH:30]1[CH2:31][CH2:32]2.[ClH:52].[CH3:1][C:2]1[O:8][C:7]([C:9]([NH:11][CH2:12][C:13]2[CH:18]=[CH:17][C:16]([C:19]3[CH:20]=[CH:21][C:22]([C:25]#[N:26])=[CH:23][CH:24]=3)=[CH:15][CH:14]=2)=[O:10])=[C:6]([OH:27])[C:4](=[O:5])[CH:3]=1. (3) Given the reactants Br[C:2]1[CH:7]=[C:6]([N+:8]([O-:10])=[O:9])[CH:5]=[CH:4][C:3]=1[N:11]([CH2:15][C:16]([CH3:18])=[CH2:17])[C:12](=[O:14])[CH3:13].C([O-])=O.[Na+].C([O-])(=O)C.[Na+], predict the reaction product. The product is: [CH3:17][C:16]1([CH3:18])[C:4]2[C:3](=[CH:2][CH:7]=[C:6]([N+:8]([O-:10])=[O:9])[CH:5]=2)[N:11]([C:12](=[O:14])[CH3:13])[CH2:15]1. (4) The product is: [C:12](=[O:13])([O:4][CH:1]([CH3:3])[CH3:2])[O:14][CH:15]([Cl:17])[CH3:16]. Given the reactants [CH:1]([OH:4])([CH3:3])[CH3:2].N1C=CC=CC=1.Cl[C:12]([O:14][CH:15]([Cl:17])[CH3:16])=[O:13], predict the reaction product.